From a dataset of Full USPTO retrosynthesis dataset with 1.9M reactions from patents (1976-2016). Predict the reactants needed to synthesize the given product. (1) Given the product [F:23][C:2]([F:1])([F:22])[C:3]1[CH:17]=[C:16]([C:18]([F:21])([F:20])[F:19])[CH:15]=[CH:14][C:4]=1[CH2:5][N:6]1[CH2:11][CH2:10][CH:9](/[CH:12]=[C:33]2/[C:29]([NH:28][CH:25]([CH3:24])[C:26]#[CH:27])=[N:30][C:31](=[O:34])[S:32]/2)[CH2:8][CH2:7]1, predict the reactants needed to synthesize it. The reactants are: [F:1][C:2]([F:23])([F:22])[C:3]1[CH:17]=[C:16]([C:18]([F:21])([F:20])[F:19])[CH:15]=[CH:14][C:4]=1[CH2:5][N:6]1[CH2:11][CH2:10][CH:9]([CH:12]=O)[CH2:8][CH2:7]1.[CH3:24][CH:25]([NH:28][C:29]1[CH2:33][S:32][C:31](=[O:34])[N:30]=1)[C:26]#[CH:27].C([O-])(=O)C.[NH2+]1CCCCC1. (2) Given the product [CH2:27]([O:26][CH2:25][C:16]1[C:17]([C:18]2[CH:23]=[CH:22][C:21]([CH3:24])=[CH:20][CH:19]=2)=[C:4]2[N:3]=[C:2]([CH2:35][NH:31][CH2:30][CH2:29][OH:42])[CH:7]=[C:6]([C:8]3[CH:13]=[CH:12][C:11]([F:14])=[CH:10][CH:9]=3)[N:5]2[N:15]=1)[CH3:28], predict the reactants needed to synthesize it. The reactants are: Cl[C:2]1[CH:7]=[C:6]([C:8]2[CH:13]=[CH:12][C:11]([F:14])=[CH:10][CH:9]=2)[N:5]2[N:15]=[C:16]([CH2:25][O:26][CH2:27][CH3:28])[C:17]([C:18]3[CH:23]=[CH:22][C:21]([CH3:24])=[CH:20][CH:19]=3)=[C:4]2[N:3]=1.[CH3:29][CH2:30][N:31]([CH:35](C)C)C(C)C.CNC([OH:42])C. (3) Given the product [C:1]([N:9]1[C@@H:10]([C:18]2[CH:19]=[CH:20][CH:21]=[CH:22][CH:23]=2)[C@H:11]([C:12]([O:14][CH2:15][CH3:16])=[O:13])[O:17][C:24]1([CH3:29])[CH3:25])(=[O:8])[C:2]1[CH:3]=[CH:4][CH:5]=[CH:6][CH:7]=1, predict the reactants needed to synthesize it. The reactants are: [C:1]([NH:9][CH:10]([C:18]1[CH:23]=[CH:22][CH:21]=[CH:20][CH:19]=1)[CH:11]([OH:17])[C:12]([O:14][CH2:15][CH3:16])=[O:13])(=[O:8])[C:2]1[CH:7]=[CH:6][CH:5]=[CH:4][CH:3]=1.[C:24]1(C)[CH:29]=CC=C[CH:25]=1. (4) Given the product [C:30](=[N:43][C:2]1[CH:29]=[CH:28][C:5]2[N:6]([CH2:23][CH2:24][CH:25]([CH3:27])[CH3:26])[C:7]([CH2:9][N:10]3[C:14]4[CH:15]=[CH:16][CH:17]=[CH:18][C:13]=4[N:12]([CH:19]([CH3:21])[CH3:20])[C:11]3=[O:22])=[N:8][C:4]=2[CH:3]=1)([C:37]1[CH:38]=[CH:39][CH:40]=[CH:41][CH:42]=1)[C:31]1[CH:36]=[CH:35][CH:34]=[CH:33][CH:32]=1, predict the reactants needed to synthesize it. The reactants are: Br[C:2]1[CH:29]=[CH:28][C:5]2[N:6]([CH2:23][CH2:24][CH:25]([CH3:27])[CH3:26])[C:7]([CH2:9][N:10]3[C:14]4[CH:15]=[CH:16][CH:17]=[CH:18][C:13]=4[N:12]([CH:19]([CH3:21])[CH3:20])[C:11]3=[O:22])=[N:8][C:4]=2[CH:3]=1.[C:30](=[NH:43])([C:37]1[CH:42]=[CH:41][CH:40]=[CH:39][CH:38]=1)[C:31]1[CH:36]=[CH:35][CH:34]=[CH:33][CH:32]=1.CC(C)([O-])C.[Na+].C1C=CC(P(C2C(C3C(P(C4C=CC=CC=4)C4C=CC=CC=4)=CC=C4C=3C=CC=C4)=C3C(C=CC=C3)=CC=2)C2C=CC=CC=2)=CC=1. (5) Given the product [O:4]1[CH:5]=[CH:6][C:2]([CH2:11][CH2:10][C:9](=[O:12])[CH:8]([CH3:13])[CH3:7])=[CH:3]1, predict the reactants needed to synthesize it. The reactants are: Br[C:2]1[CH:6]=[CH:5][O:4][CH:3]=1.[CH3:7][CH:8]([CH3:13])[CH:9]([OH:12])[CH:10]=[CH2:11].C(=O)(O)[O-].[Na+]. (6) Given the product [Br:1][C:2]1[N:3]([CH:21]([CH3:23])[CH3:22])[C:4]([CH:12]([C:14]2[CH:19]=[CH:18][C:17]([Cl:20])=[CH:16][CH:15]=2)[NH:44][C:40]2[N:39]=[C:38]3[N:34]([CH3:33])[N:35]=[N:36][C:37]3=[C:42]([CH3:43])[CH:41]=2)=[C:5]([C:7]([O:9][CH2:10][CH3:11])=[O:8])[N:6]=1, predict the reactants needed to synthesize it. The reactants are: [Br:1][C:2]1[N:3]([CH:21]([CH3:23])[CH3:22])[C:4]([CH:12]([C:14]2[CH:19]=[CH:18][C:17]([Cl:20])=[CH:16][CH:15]=2)O)=[C:5]([C:7]([O:9][CH2:10][CH3:11])=[O:8])[N:6]=1.CS(OS(C)(=O)=O)(=O)=O.[CH3:33][N:34]1[C:38]2=[N:39][C:40]([NH2:44])=[CH:41][C:42]([CH3:43])=[C:37]2[N:36]=[N:35]1. (7) The reactants are: [C:1]1([CH3:21])[CH:6]=[C:5]([CH3:7])[CH:4]=[C:3]([CH3:8])[C:2]=1[N:9](C1C=CC=CC=1)[C:10](=[O:14])[C:11]([OH:13])=O.ON1C2C=CC=CC=2N=N1.C1(N=C=NC2CCCCC2)CCCCC1.[NH2:47][C:48]1[CH:53]=[C:52]([CH3:54])[CH:51]=[C:50]([C:55]([CH3:58])([CH3:57])[CH3:56])[C:49]=1[OH:59]. Given the product [C:3]1([CH3:8])[CH:4]=[C:5]([CH3:7])[CH:6]=[C:1]([CH3:21])[C:2]=1[NH:9][C:10](=[O:14])[C:11]([NH:47][C:48]1[CH:53]=[C:52]([CH3:54])[CH:51]=[C:50]([C:55]([CH3:57])([CH3:56])[CH3:58])[C:49]=1[OH:59])=[O:13], predict the reactants needed to synthesize it.